This data is from Full USPTO retrosynthesis dataset with 1.9M reactions from patents (1976-2016). The task is: Predict the reactants needed to synthesize the given product. (1) Given the product [CH3:1][O:2][C:3]1[CH:17]=[CH:16][C:6]([CH:7]=[C:28]2[CH2:29][CH2:24][CH2:25][N:26]([C:30]([O:32][C:33]([CH3:36])([CH3:35])[CH3:34])=[O:31])[CH2:27]2)=[CH:5][C:4]=1[N+:18]([O-:20])=[O:19], predict the reactants needed to synthesize it. The reactants are: [CH3:1][O:2][C:3]1[CH:17]=[CH:16][C:6]([CH2:7]P(=O)(OCC)OCC)=[CH:5][C:4]=1[N+:18]([O-:20])=[O:19].[H-].[Na+].O=[C:24]1[CH2:29][CH2:28][CH2:27][N:26]([C:30]([O:32][C:33]([CH3:36])([CH3:35])[CH3:34])=[O:31])[CH2:25]1. (2) Given the product [CH2:1]([O:8][C:9]1[C:10]([N+:17]([O-:19])=[O:18])=[C:11](/[CH:16]=[CH:20]/[N:21]2[CH2:23][CH2:30][CH2:29][CH2:22]2)[C:12]([Br:15])=[CH:13][CH:14]=1)[C:2]1[CH:7]=[CH:6][CH:5]=[CH:4][CH:3]=1, predict the reactants needed to synthesize it. The reactants are: [CH2:1]([O:8][C:9]1[CH:14]=[CH:13][C:12]([Br:15])=[C:11]([CH3:16])[C:10]=1[N+:17]([O-:19])=[O:18])[C:2]1[CH:7]=[CH:6][CH:5]=[CH:4][CH:3]=1.[CH3:20][N:21]([CH:23](OC)OC)[CH3:22].N1CC[CH2:30][CH2:29]1.CCOC(C)=O.CCCCCC. (3) The reactants are: [NH2:1][C:2]1[CH:11]=[CH:10][C:9]2[C:4](=[CH:5][CH:6]=[CH:7][C:8]=2[O:12][CH2:13][C:14]2[CH:23]=[CH:22][C:21]3[C:16](=[CH:17][CH:18]=[CH:19][CH:20]=3)[CH:15]=2)[CH:3]=1.C(N(CC)CC)C.C(=O)=O.[S:34](O[S:34]([C:37]([F:40])([F:39])[F:38])(=[O:36])=[O:35])([C:37]([F:40])([F:39])[F:38])(=[O:36])=[O:35]. Given the product [CH:15]1[C:16]2[C:21](=[CH:20][CH:19]=[CH:18][CH:17]=2)[CH:22]=[CH:23][C:14]=1[CH2:13][O:12][C:8]1[CH:7]=[CH:6][CH:5]=[C:4]2[C:9]=1[CH:10]=[CH:11][C:2]([NH:1][S:34]([C:37]([F:40])([F:39])[F:38])(=[O:36])=[O:35])=[CH:3]2, predict the reactants needed to synthesize it.